From a dataset of Reaction yield outcomes from USPTO patents with 853,638 reactions. Predict the reaction yield, written as a fraction of the theoretical maximum amount of product (1.0 means a 100% yield; for example, 0.34 means a 34% yield). (1) The reactants are [CH3:1][O:2][C:3](=[O:32])[C:4]1[CH:9]=[CH:8][C:7]([CH2:10][N:11]2[CH:15]=[C:14]([C:16]3[CH:21]=[CH:20][C:19]([Cl:22])=[CH:18][C:17]=3[Cl:23])[N:13]=[C:12]2[CH2:24][C:25]2[CH:30]=[CH:29][C:28](Br)=[CH:27][CH:26]=2)=[CH:6][CH:5]=1.[CH3:33][S:34]([C:37]1[CH:38]=[C:39](B(O)O)[CH:40]=[CH:41][CH:42]=1)(=[O:36])=[O:35]. No catalyst specified. The product is [CH3:1][O:2][C:3](=[O:32])[C:4]1[CH:9]=[CH:8][C:7]([CH2:10][N:11]2[CH:15]=[C:14]([C:16]3[CH:21]=[CH:20][C:19]([Cl:22])=[CH:18][C:17]=3[Cl:23])[N:13]=[C:12]2[CH2:24][C:25]2[CH:30]=[CH:29][C:28]([C:41]3[CH:40]=[CH:39][CH:38]=[C:37]([S:34]([CH3:33])(=[O:36])=[O:35])[CH:42]=3)=[CH:27][CH:26]=2)=[CH:6][CH:5]=1. The yield is 0.560. (2) The reactants are [S:1]1[CH:5]=[CH:4][CH:3]=[C:2]1[S:6](Cl)(=[O:8])=[O:7].[NH3:10].Cl. The catalyst is C1COCC1. The product is [S:1]1[CH:5]=[CH:4][CH:3]=[C:2]1[S:6]([NH2:10])(=[O:8])=[O:7]. The yield is 0.650. (3) The reactants are [Li]CCCC.CCCCCC.[CH3:12][O:13][C:14](=[O:18])[CH:15]([CH3:17])[CH3:16].I[CH2:20][CH2:21][CH2:22][CH2:23][CH2:24][CH2:25][C:26]1[CH:31]=[CH:30][CH:29]=[CH:28][CH:27]=1. The catalyst is C1COCC1.CCOCC. The product is [CH3:12][O:13][C:14](=[O:18])[C:15]([CH3:17])([CH3:16])[CH2:20][CH2:21][CH2:22][CH2:23][CH2:24][CH2:25][C:26]1[CH:31]=[CH:30][CH:29]=[CH:28][CH:27]=1. The yield is 0.900. (4) The reactants are [CH2:1]([O:3][C:4]([C:6]1[CH2:7][N:8]([C:13]([O:15][CH2:16][C:17]2[CH:22]=[CH:21][CH:20]=[CH:19][CH:18]=2)=[O:14])[CH2:9][CH2:10][C:11]=1[OH:12])=[O:5])[CH3:2].C[Si]([N-][Si](C)(C)C)(C)C.[Na+].C1C=CC(N([S:40]([C:43]([F:46])([F:45])[F:44])(=[O:42])=[O:41])[S:40]([C:43]([F:46])([F:45])[F:44])(=[O:42])=[O:41])=CC=1. The catalyst is C1COCC1. The product is [CH2:1]([O:3][C:4]([C:6]1[CH2:7][N:8]([C:13]([O:15][CH2:16][C:17]2[CH:18]=[CH:19][CH:20]=[CH:21][CH:22]=2)=[O:14])[CH2:9][CH2:10][C:11]=1[O:12][S:40]([C:43]([F:46])([F:45])[F:44])(=[O:42])=[O:41])=[O:5])[CH3:2]. The yield is 0.810. (5) The reactants are [O:1]=[C:2]1[C:6]2[C:7]([NH:26][C:27]3[CH:28]=[C:29]([CH3:33])[CH:30]=[CH:31][CH:32]=3)=[N:8][C:9]([NH:11][C@@H:12]3[CH2:17][CH2:16][CH2:15][CH2:14][C@@H:13]3[NH:18]C(=O)OC(C)(C)C)=[CH:10][C:5]=2[CH2:4][NH:3]1.Cl.O1CCOCC1. No catalyst specified. The product is [NH2:18][C@H:13]1[CH2:14][CH2:15][CH2:16][CH2:17][C@H:12]1[NH:11][C:9]1[N:8]=[C:7]([NH:26][C:27]2[CH:28]=[C:29]([CH3:33])[CH:30]=[CH:31][CH:32]=2)[C:6]2[C:2](=[O:1])[NH:3][CH2:4][C:5]=2[CH:10]=1. The yield is 0.257. (6) The product is [OH:6][C@H:5]([CH2:4][OH:3])[CH2:7][O:8][NH:9][C:10]([C:12]1[O:20][C:15]2[N:16]=[CH:17][N:18]=[CH:19][C:14]=2[C:13]=1[NH:21][C:22]1[CH:27]=[CH:26][C:25]([I:28])=[CH:24][C:23]=1[F:29])=[O:11]. The catalyst is CO.Cl. The reactants are CC1(C)[O:6][C@@H:5]([CH2:7][O:8][NH:9][C:10]([C:12]2[O:20][C:15]3[N:16]=[CH:17][N:18]=[CH:19][C:14]=3[C:13]=2[NH:21][C:22]2[CH:27]=[CH:26][C:25]([I:28])=[CH:24][C:23]=2[F:29])=[O:11])[CH2:4][O:3]1. The yield is 0.540.